Dataset: Catalyst prediction with 721,799 reactions and 888 catalyst types from USPTO. Task: Predict which catalyst facilitates the given reaction. Reactant: CON(C)[C:4](=[O:21])[CH:5]([C:13]1[CH:17]=[C:16]([S:18][CH3:19])[N:15]([CH3:20])[N:14]=1)[CH2:6][CH:7]1[CH2:12][CH2:11][O:10][CH2:9][CH2:8]1.[CH:23]([Mg]Br)=[CH2:24].Cl. Product: [CH3:20][N:15]1[C:16]([S:18][CH3:19])=[CH:17][C:13]([CH:5]([CH2:6][CH:7]2[CH2:8][CH2:9][O:10][CH2:11][CH2:12]2)[C:4](=[O:21])[CH:23]=[CH2:24])=[N:14]1. The catalyst class is: 7.